Dataset: Reaction yield outcomes from USPTO patents with 853,638 reactions. Task: Predict the reaction yield, written as a fraction of the theoretical maximum amount of product (1.0 means a 100% yield; for example, 0.34 means a 34% yield). (1) The reactants are [Cl:1][C:2]1[N:7]=[C:6]([N:8]2[CH2:13][CH2:12][O:11][CH2:10][C@@H:9]2[CH3:14])[CH:5]=[C:4]([CH2:15][S:16]([CH3:19])(=[O:18])=[O:17])[N:3]=1.[CH3:20][C:21](C)([O-])C.[Na+].BrC(Br)C.C(Cl)Cl. The catalyst is CN(C=O)C. The product is [Cl:1][C:2]1[N:7]=[C:6]([N:8]2[CH2:13][CH2:12][O:11][CH2:10][C@@H:9]2[CH3:14])[CH:5]=[C:4]([C:15]2([S:16]([CH3:19])(=[O:18])=[O:17])[CH2:21][CH2:20]2)[N:3]=1. The yield is 0.310. (2) The reactants are [NH2:1][C:2]1[O:6][N:5]=[C:4]([CH3:7])[C:3]=1[Br:8].[Cl:9][C:10]1[CH:28]=[CH:27][C:13]([C:14]([NH:16][CH2:17][C:18]2[S:22][C:21]([S:23](Cl)(=[O:25])=[O:24])=[CH:20][CH:19]=2)=[O:15])=[CH:12][CH:11]=1. No catalyst specified. The product is [Br:8][C:3]1[C:4]([CH3:7])=[N:5][O:6][C:2]=1[NH:1][S:23]([C:21]1[S:22][C:18]([CH2:17][NH:16][C:14](=[O:15])[C:13]2[CH:27]=[CH:28][C:10]([Cl:9])=[CH:11][CH:12]=2)=[CH:19][CH:20]=1)(=[O:25])=[O:24]. The yield is 0.270. (3) The reactants are [CH:1]1([CH2:6][CH:7]([C:11]2[CH:16]=[CH:15][C:14]([Cl:17])=[C:13]([Cl:18])[CH:12]=2)[C:8]([OH:10])=O)[CH2:5][CH2:4][CH2:3][CH2:2]1.C(N(CC)CC)C.CC(C)(C)C(Cl)=O.[CH:33]([C@H:36]1[CH2:40][O:39][C:38](=[O:41])[NH:37]1)([CH3:35])[CH3:34].C([Li])CCC. The catalyst is O1CCCC1. The product is [CH:1]1([CH2:6][C@@H:7]([C:11]2[CH:16]=[CH:15][C:14]([Cl:17])=[C:13]([Cl:18])[CH:12]=2)[C:8]([N:37]2[C@@H:36]([CH:33]([CH3:35])[CH3:34])[CH2:40][O:39][C:38]2=[O:41])=[O:10])[CH2:2][CH2:3][CH2:4][CH2:5]1. The yield is 0.330. (4) The reactants are [Cl:1][C:2]1[C:10]([C:11]2[N:12]=[CH:13][C:14]([NH2:17])=[N:15][CH:16]=2)=[CH:9][C:8]2[CH2:7][CH2:6][O:5][C:4]=2[CH:3]=1.[F:18][C:19]1[CH:27]=[CH:26][CH:25]=[C:24]([F:28])[C:20]=1[C:21](Cl)=[O:22].CCN(C(C)C)C(C)C.C([O-])(O)=O.[Na+].C(Cl)Cl. The catalyst is C(Cl)Cl. The product is [F:18][C:19]1[CH:27]=[CH:26][CH:25]=[C:24]([F:28])[C:20]=1[C:21]([NH:17][C:14]1[CH:13]=[N:12][C:11]([C:10]2[C:2]([Cl:1])=[CH:3][C:4]3[O:5][CH2:6][CH2:7][C:8]=3[CH:9]=2)=[CH:16][N:15]=1)=[O:22]. The yield is 0.349. (5) The reactants are [C:1]1(=[C:4]([CH3:15])[C:5]([O:7][Si:8]([CH2:13][CH3:14])([CH2:11][CH3:12])[CH2:9][CH3:10])=[CH2:6])[CH2:3][CH2:2]1.CC(C)(C)/C(/O)=C/C(C(C(C(F)(F)F)(F)F)(F)F)=O.CC(C)(C)/C(/O)=C/C(C(C(C(F)(F)F)(F)F)(F)F)=O.CC(C)(C)/C(/O)=C/C(C(C(C(F)(F)F)(F)F)(F)F)=O.[Eu].[N+:74]([C:77]1[CH:84]=[N:83][CH:82]=[CH:81][C:78]=1[CH:79]=[O:80])([O-:76])=[O:75]. The catalyst is C(Cl)(Cl)Cl. The product is [CH3:15][C:4]1[C:1]2([CH2:2][CH2:3]2)[O:80][C@@H:79]([C:78]2[CH:81]=[CH:82][N:83]=[CH:84][C:77]=2[N+:74]([O-:76])=[O:75])[CH2:6][C:5]=1[O:7][Si:8]([CH2:9][CH3:10])([CH2:13][CH3:14])[CH2:11][CH3:12]. The yield is 0.630. (6) The reactants are [N+:1]([C:4]1[CH:30]=[CH:29][CH:28]=[CH:27][C:5]=1[CH2:6][C:7]1[C:11]2[C:12](=[O:26])[N:13]([C:20]3[CH:25]=[CH:24][CH:23]=[CH:22][CH:21]=3)[C:14]3[N:15]=[CH:16][CH:17]=[CH:18][C:19]=3[C:10]=2[NH:9][N:8]=1)([O-])=O. The catalyst is CN(C=O)C.CO.[C].[Pd]. The product is [NH2:1][C:4]1[CH:30]=[CH:29][CH:28]=[CH:27][C:5]=1[CH2:6][C:7]1[C:11]2[C:12](=[O:26])[N:13]([C:20]3[CH:25]=[CH:24][CH:23]=[CH:22][CH:21]=3)[C:14]3[N:15]=[CH:16][CH:17]=[CH:18][C:19]=3[C:10]=2[NH:9][N:8]=1. The yield is 1.00.